From a dataset of Reaction yield outcomes from USPTO patents with 853,638 reactions. Predict the reaction yield, written as a fraction of the theoretical maximum amount of product (1.0 means a 100% yield; for example, 0.34 means a 34% yield). The product is [Br:1][C:12]1[C:11]2[C:6](=[CH:7][CH:8]=[C:9]([C:14]3[CH:19]=[CH:18][CH:17]=[CH:16][N:15]=3)[CH:10]=2)[C:5](=[O:20])[N:4]([CH3:3])[CH:13]=1. The reactants are [Br:1]Br.[CH3:3][N:4]1[CH:13]=[CH:12][C:11]2[C:6](=[CH:7][CH:8]=[C:9]([C:14]3[CH:19]=[CH:18][CH:17]=[CH:16][N:15]=3)[CH:10]=2)[C:5]1=[O:20]. The yield is 0.477. The catalyst is C(O)(=O)C.